Predict which catalyst facilitates the given reaction. From a dataset of Catalyst prediction with 721,799 reactions and 888 catalyst types from USPTO. (1) Reactant: S(Cl)(Cl)=O.[Cl:5][C:6]1[CH:14]=[C:13]([I:15])[CH:12]=[C:11]([Cl:16])[C:7]=1[C:8]([OH:10])=O.[NH2:17][C:18]1[CH:23]=[CH:22][N:21]=[CH:20][CH:19]=1.C(N(CC)CC)C. Product: [Cl:16][C:11]1[CH:12]=[C:13]([I:15])[CH:14]=[C:6]([Cl:5])[C:7]=1[C:8]([NH:17][C:18]1[CH:23]=[CH:22][N:21]=[CH:20][CH:19]=1)=[O:10]. The catalyst class is: 1. (2) Reactant: [OH:1][C:2]1[CH:3]=[C:4]([CH:7]=[CH:8][CH:9]=1)[CH:5]=[O:6].C(=O)([O-])[O-].[K+].[K+].CS(O[C@@H:21]([CH3:31])[CH2:22][O:23][CH2:24][C:25]1[CH:30]=[CH:29][CH:28]=[CH:27][CH:26]=1)(=O)=O. Product: [CH2:24]([O:23][CH2:22][C@H:21]([O:1][C:2]1[CH:3]=[C:4]([CH:7]=[CH:8][CH:9]=1)[CH:5]=[O:6])[CH3:31])[C:25]1[CH:30]=[CH:29][CH:28]=[CH:27][CH:26]=1. The catalyst class is: 9. (3) Reactant: C(N(CC)CC)C.[OH:8][N:9]1[C:17](=[O:18])[C:16]2[C:11](=[CH:12][CH:13]=[CH:14][CH:15]=2)[C:10]1=[O:19].[N+:20]([C:23]1[CH:28]=[C:27]([N+:29]([O-:31])=[O:30])[CH:26]=[CH:25][C:24]=1Cl)([O-:22])=[O:21]. Product: [N+:20]([C:23]1[CH:28]=[C:27]([N+:29]([O-:31])=[O:30])[CH:26]=[CH:25][C:24]=1[O:8][N:9]1[C:17](=[O:18])[C:16]2[C:11](=[CH:12][CH:13]=[CH:14][CH:15]=2)[C:10]1=[O:19])([O-:22])=[O:21]. The catalyst class is: 21. (4) Product: [N+:8]([C:5]1[N:6]=[CH:7][C:2]([N:17]2[CH2:18][CH2:19][N:14]([C:11](=[O:13])[CH3:12])[CH2:15][CH2:16]2)=[CH:3][CH:4]=1)([O-:10])=[O:9]. The catalyst class is: 101. Reactant: Br[C:2]1[CH:3]=[CH:4][C:5]([N+:8]([O-:10])=[O:9])=[N:6][CH:7]=1.[C:11]([N:14]1[CH2:19][CH2:18][NH:17][CH2:16][CH2:15]1)(=[O:13])[CH3:12].C([O-])([O-])=O.[Cs+].[Cs+].C1C=CC(P(C2C(C3C(P(C4C=CC=CC=4)C4C=CC=CC=4)=CC=C4C=3C=CC=C4)=C3C(C=CC=C3)=CC=2)C2C=CC=CC=2)=CC=1. (5) Reactant: CS(O[C@H:6]1[CH2:11][N:10]([C:12]([O:14][CH3:15])=[O:13])[C@H:9]([C:16]([N:18]2[CH2:23][CH2:22][N:21]([C:24]3[CH:29]=[CH:28][CH:27]=[CH:26][CH:25]=3)[CH2:20][CH2:19]2)=[O:17])[C@@H:8]([C:30]([O:32][CH3:33])=[O:31])[CH2:7]1)(=O)=O.[C:34]1([SH:40])[CH:39]=[CH:38][CH:37]=[CH:36][CH:35]=1.CC(C)([O-])C.[K+]. Product: [C:24]1([N:21]2[CH2:22][CH2:23][N:18]([C:16]([C@@H:9]3[C@@H:8]([C:30]([O:32][CH3:33])=[O:31])[CH2:7][C@H:6]([S:40][C:34]4[CH:39]=[CH:38][CH:37]=[CH:36][CH:35]=4)[CH2:11][N:10]3[C:12]([O:14][CH3:15])=[O:13])=[O:17])[CH2:19][CH2:20]2)[CH:25]=[CH:26][CH:27]=[CH:28][CH:29]=1. The catalyst class is: 7.